From a dataset of Forward reaction prediction with 1.9M reactions from USPTO patents (1976-2016). Predict the product of the given reaction. Given the reactants [Cl:1][C:2]1[CH:9]=[CH:8][C:5]([CH2:6][NH2:7])=[CH:4][CH:3]=1.[C:10]([C:12]1[CH:19]=[CH:18][C:15]([CH:16]=O)=[CH:14][CH:13]=1)#[N:11].[BH3-]C#N.[Na+], predict the reaction product. The product is: [Cl:1][C:2]1[CH:9]=[CH:8][C:5]([CH2:6][NH:7][CH2:16][C:15]2[CH:18]=[CH:19][C:12]([C:10]#[N:11])=[CH:13][CH:14]=2)=[CH:4][CH:3]=1.